This data is from Full USPTO retrosynthesis dataset with 1.9M reactions from patents (1976-2016). The task is: Predict the reactants needed to synthesize the given product. (1) Given the product [C:19]([C:15]1[CH:14]=[C:13]([CH:18]=[CH:17][CH:16]=1)[CH2:12][CH:2]([NH:1][C:34]([C:27]1[C:28]2[C:33](=[CH:32][CH:31]=[CH:30][CH:29]=2)[C:24]([F:23])=[CH:25][CH:26]=1)=[O:35])[CH:3]([C:5]1[CH:10]=[CH:9][CH:8]=[C:7]([Cl:11])[CH:6]=1)[OH:4])([CH3:22])([CH3:21])[CH3:20], predict the reactants needed to synthesize it. The reactants are: [NH2:1][CH:2]([CH2:12][C:13]1[CH:18]=[CH:17][CH:16]=[C:15]([C:19]([CH3:22])([CH3:21])[CH3:20])[CH:14]=1)[CH:3]([C:5]1[CH:10]=[CH:9][CH:8]=[C:7]([Cl:11])[CH:6]=1)[OH:4].[F:23][C:24]1[C:33]2[C:28](=[CH:29][CH:30]=[CH:31][CH:32]=2)[C:27]([C:34](O)=[O:35])=[CH:26][CH:25]=1.O.ON1C2C=CC=CC=2N=N1.Cl.C(N=C=NCCCN(C)C)C. (2) Given the product [OH:1][C@@H:2]1[CH2:7][CH2:6][CH2:5][C@H:4]([C:8]([O:10][CH:11]([CH3:13])[CH3:12])=[O:9])[CH2:3]1, predict the reactants needed to synthesize it. The reactants are: [OH:1][C@H:2]1[CH2:7][CH2:6][CH2:5][C@@H:4]([C:8]([O:10][CH:11]([CH3:13])[CH3:12])=[O:9])[CH2:3]1.CCCCCCC.CO.CCO.C(O)(C(F)(F)F)=O. (3) The reactants are: FC(F)(F)C(O)=O.[F:8][C:9]1[CH:14]=[CH:13][C:12]([C:15]2[N:16]=[C:17]([O:20][CH2:21][C:22]([OH:24])=O)[S:18][CH:19]=2)=[CH:11][CH:10]=1.[CH:25]1([NH2:28])[CH2:27][CH2:26]1. Given the product [CH:25]1([NH:28][C:22](=[O:24])[CH2:21][O:20][C:17]2[S:18][CH:19]=[C:15]([C:12]3[CH:11]=[CH:10][C:9]([F:8])=[CH:14][CH:13]=3)[N:16]=2)[CH2:27][CH2:26]1, predict the reactants needed to synthesize it. (4) Given the product [CH3:36][C:35]([CH3:37])([CH3:38])[C:34]#[C:33][C:7]1[S:6][C:5]([C:3]([OH:4])=[O:2])=[C:9]([N:10]([C:24]([CH:26]2[CH2:27][CH2:28][CH:29]([CH3:32])[CH2:30][CH2:31]2)=[O:25])[C:11]2[CH:12]=[CH:13][C:14]([O:17][C:18]3[CH:23]=[CH:22][CH:21]=[CH:20][N:19]=3)=[CH:15][CH:16]=2)[CH:8]=1, predict the reactants needed to synthesize it. The reactants are: C[O:2][C:3]([C:5]1[S:6][C:7]([C:33]#[C:34][C:35]([CH3:38])([CH3:37])[CH3:36])=[CH:8][C:9]=1[N:10]([C:24]([CH:26]1[CH2:31][CH2:30][CH:29]([CH3:32])[CH2:28][CH2:27]1)=[O:25])[C:11]1[CH:16]=[CH:15][C:14]([O:17][C:18]2[CH:23]=[CH:22][CH:21]=[CH:20][N:19]=2)=[CH:13][CH:12]=1)=[O:4].C1COCC1.CO.O.[OH-].[Li+]. (5) The reactants are: CC(C)([O-])C.[K+].[F:7][C:8]([F:12])([F:11])[CH2:9][OH:10].Cl[C:14]1[N:22]=[CH:21][N:20]=[C:19]2[C:15]=1[N:16]=[C:17]([C:30]1[CH:35]=[CH:34][C:33]([Cl:36])=[CH:32][C:31]=1[Cl:37])[N:18]2[C:23]1[CH:28]=[CH:27][C:26]([Cl:29])=[CH:25][CH:24]=1. Given the product [Cl:29][C:26]1[CH:25]=[CH:24][C:23]([N:18]2[C:17]([C:30]3[CH:35]=[CH:34][C:33]([Cl:36])=[CH:32][C:31]=3[Cl:37])=[N:16][C:15]3[C:19]2=[N:20][CH:21]=[N:22][C:14]=3[O:10][CH2:9][C:8]([F:12])([F:11])[F:7])=[CH:28][CH:27]=1, predict the reactants needed to synthesize it. (6) Given the product [F:15][C:5]1[CH:4]=[C:3]([C:1]#[C:2]/[C:17](/[CH3:18])=[CH:19]\[CH3:20])[CH:8]=[CH:7][C:6]=1[CH2:9][CH2:10][C:11]([O:13][CH3:14])=[O:12], predict the reactants needed to synthesize it. The reactants are: [C:1]([C:3]1[CH:8]=[CH:7][C:6]([CH2:9][CH2:10][C:11]([O:13][CH3:14])=[O:12])=[C:5]([F:15])[CH:4]=1)#[CH:2].Br/[C:17](=[CH:19]\[CH3:20])/[CH3:18]. (7) Given the product [F:19][C:2]([F:18])([F:1])[C:3]([N:5]1[CH2:11][C@@H:10]([CH3:12])[C:9]2[C:13]([F:21])=[C:14]([Cl:17])[CH:15]=[CH:16][C:8]=2[CH2:7][CH2:6]1)=[O:4], predict the reactants needed to synthesize it. The reactants are: [F:1][C:2]([F:19])([F:18])[C:3]([N:5]1[CH2:11][C@@H:10]([CH3:12])[C:9]2[CH:13]=[C:14]([Cl:17])[CH:15]=[CH:16][C:8]=2[CH2:7][CH2:6]1)=[O:4].[B-](F)(F)(F)[F:21].[B-](F)(F)(F)F.C1[N+]2(CCl)CC[N+](F)(CC2)C1.FC(F)(F)S(O)(=O)=O.O. (8) Given the product [CH3:9][O:8][N:6]([CH3:7])[C:4](=[O:5])[C@H:3]([CH3:10])[C@@H:2]([O:1][Si:23]([CH2:26][CH3:27])([CH2:24][CH3:25])[CH2:21][CH3:22])[CH2:11][CH3:12], predict the reactants needed to synthesize it. The reactants are: [OH:1][C@@H:2]([CH2:11][CH3:12])[C@@H:3]([CH3:10])[C:4]([N:6]([O:8][CH3:9])[CH3:7])=[O:5].N1C(C)=CC=CC=1C.[CH2:21]([Si:23](OS(C(F)(F)F)(=O)=O)([CH2:26][CH3:27])[CH2:24][CH3:25])[CH3:22]. (9) Given the product [CH:20]1([C:23]2[N:24]=[CH:4][C:5]3[CH2:6][C:7](=[O:18])[NH:8][C:9]4[CH:16]=[CH:15][C:14]([F:17])=[CH:13][C:10]=4[C:11]=3[N:25]=2)[CH2:22][CH2:21]1, predict the reactants needed to synthesize it. The reactants are: CN([CH:4]=[C:5]1[C:11](=O)[C:10]2[CH:13]=[C:14]([F:17])[CH:15]=[CH:16][C:9]=2[NH:8][C:7](=[O:18])[CH2:6]1)C.Cl.[CH:20]1([C:23]([NH2:25])=[NH:24])[CH2:22][CH2:21]1. (10) Given the product [N:63]([CH:8]([C:5]1[CH:6]=[CH:7][C:2]([Cl:1])=[CH:3][CH:4]=1)[CH2:9][N:10]([CH2:21][C:22]1[CH:27]=[C:26]([C:28]([F:30])([F:31])[F:29])[CH:25]=[CH:24][C:23]=1[C:32]1[CH:37]=[C:36]([CH:38]([CH3:40])[CH3:39])[CH:35]=[CH:34][C:33]=1[O:41][CH3:42])[C:11](=[O:20])[O:12][CH2:13][C:14]1[CH:15]=[CH:16][CH:17]=[CH:18][CH:19]=1)=[N+:64]=[N-:65], predict the reactants needed to synthesize it. The reactants are: [Cl:1][C:2]1[CH:7]=[CH:6][C:5]([CH:8](O)[CH2:9][N:10]([CH2:21][C:22]2[CH:27]=[C:26]([C:28]([F:31])([F:30])[F:29])[CH:25]=[CH:24][C:23]=2[C:32]2[CH:37]=[C:36]([CH:38]([CH3:40])[CH3:39])[CH:35]=[CH:34][C:33]=2[O:41][CH3:42])[C:11](=[O:20])[O:12][CH2:13][C:14]2[CH:19]=[CH:18][CH:17]=[CH:16][CH:15]=2)=[CH:4][CH:3]=1.C(N(CC)C(C)C)(C)C.CS(Cl)(=O)=O.C([O-])(O)=O.[Na+].[N-:63]=[N+:64]=[N-:65].[Na+].